This data is from Full USPTO retrosynthesis dataset with 1.9M reactions from patents (1976-2016). The task is: Predict the reactants needed to synthesize the given product. (1) Given the product [CH3:19][N:21]([C:4]1[CH:5]=[CH:7][CH:8]=[CH:2][N:9]=1)[CH3:22], predict the reactants needed to synthesize it. The reactants are: F[C:2]1[CH:8]=[CH:7][C:5](N)=[C:4]([N+:9]([O-])=O)C=1.C(OC(=O)C)(=O)C.[CH2:19]([N:21](CC)[CH:22](C)C)C. (2) The reactants are: [ClH:1].[CH2:2]([C:4]1[C:12]2[C:7](=[N:8][C:9]([CH:14]3[CH2:19][CH2:18][NH:17][CH2:16][CH2:15]3)=[N:10][C:11]=2[OH:13])[N:6]([C:20]2[CH:25]=[CH:24][CH:23]=[CH:22][CH:21]=2)[N:5]=1)[CH3:3].C(OC([N:33]1[CH2:38][CH2:37][CH:36]([C:39](O)=[O:40])[CH2:35][CH2:34]1)=O)(C)(C)C.Cl. Given the product [ClH:1].[CH2:2]([C:4]1[C:12]2[C:7](=[N:8][C:9]([CH:14]3[CH2:15][CH2:16][N:17]([C:39]([CH:36]4[CH2:37][CH2:38][NH:33][CH2:34][CH2:35]4)=[O:40])[CH2:18][CH2:19]3)=[N:10][C:11]=2[OH:13])[N:6]([C:20]2[CH:25]=[CH:24][CH:23]=[CH:22][CH:21]=2)[N:5]=1)[CH3:3], predict the reactants needed to synthesize it. (3) The reactants are: C([C:8]([NH2:12])([OH:11])[CH2:9][CH3:10])(OC(C)(C)C)=O.[CH3:13][CH2:14][C:15]1[CH:16]=[CH:17][CH:18]=[C:19]2[C:23]3[CH2:24][CH2:25][O:26][C:27]([CH2:30][C:31]([OH:33])=[O:32])([CH2:28][CH3:29])[C:22]=3[NH:21][C:20]=12.[ClH:34].C(OCC)(=O)C.C(OCC)C.CCCCCC. Given the product [NH2:12][CH:8]([OH:11])[CH2:9][CH3:10].[CH3:13][CH2:14][C:15]1[CH:16]=[CH:17][CH:18]=[C:19]2[C:23]3[CH2:24][CH2:25][O:26][C:27]([CH2:30][C:31]([OH:33])=[O:32])([CH2:28][CH3:29])[C:22]=3[NH:21][C:20]=12.[ClH:34], predict the reactants needed to synthesize it. (4) Given the product [NH2:8][C@@H:9]([C:10]([CH3:11])([S:13][CH3:14])[CH3:12])[C:15]([N:17]([CH3:30])[C@@H:18]([CH:27]([CH3:29])[CH3:28])/[CH:19]=[C:20](\[CH3:26])/[C:21]([O:23][CH2:24][CH3:25])=[O:22])=[O:16], predict the reactants needed to synthesize it. The reactants are: C(OC([NH:8][C@H:9]([C:15]([N:17]([CH3:30])[C@@H:18]([CH:27]([CH3:29])[CH3:28])/[CH:19]=[C:20](\[CH3:26])/[C:21]([O:23][CH2:24][CH3:25])=[O:22])=[O:16])[C:10]([S:13][CH3:14])([CH3:12])[CH3:11])=O)(C)(C)C.Cl.O1CCOCC1. (5) Given the product [Br:1][C:2]1[C:3]([F:18])=[C:4]([C:5]([I:14])=[C:6]([C:8]2[CH:13]=[CH:12][CH:11]=[CH:10][N:9]=2)[CH:7]=1)[NH2:15], predict the reactants needed to synthesize it. The reactants are: [Br:1][C:2]1[C:3]([F:18])=[C:4]([N+:15]([O-])=O)[C:5]([I:14])=[C:6]([C:8]2[CH:13]=[CH:12][CH:11]=[CH:10][N:9]=2)[CH:7]=1.[NH4+].[Cl-].